Dataset: Retrosynthesis with 50K atom-mapped reactions and 10 reaction types from USPTO. Task: Predict the reactants needed to synthesize the given product. (1) Given the product Cc1ccc(-c2cccc(/C=C/C(=O)Nc3ccc(CN4CCCC(CO)C4)cc3)c2)cc1, predict the reactants needed to synthesize it. The reactants are: Cc1ccc(-c2cccc(/C=C/C(=O)Nc3ccc(CCl)cc3)c2)cc1.OCC1CCCNC1. (2) Given the product CC(=O)Oc1ccc2c(c1)CCC2O, predict the reactants needed to synthesize it. The reactants are: CC(=O)Oc1ccc2c(c1)CCC2=O. (3) Given the product O=Cc1cc(C#Cc2cccc(Br)c2)c[nH]1, predict the reactants needed to synthesize it. The reactants are: C#Cc1cccc(Br)c1.O=Cc1cc(I)c[nH]1. (4) The reactants are: BrCc1ccccc1.Sc1nc(Nc2ccccc2)n[nH]1. Given the product c1ccc(CSc2nc(Nc3ccccc3)n[nH]2)cc1, predict the reactants needed to synthesize it. (5) Given the product CS(=O)Cc1ccc(Cl)nc1, predict the reactants needed to synthesize it. The reactants are: CSCc1ccc(Cl)nc1.O=C(OO)c1cccc(Cl)c1.